Predict which catalyst facilitates the given reaction. From a dataset of Catalyst prediction with 721,799 reactions and 888 catalyst types from USPTO. Reactant: [Cl:1][C:2]1[CH:7]=[C:6]([C:8]2[C:17]3[C:12](=[CH:13][C:14]([S:18](OC4C(F)=C(F)C(F)=C(F)C=4F)(=[O:20])=[O:19])=[CH:15][CH:16]=3)[CH:11]=[CH:10][N:9]=2)[C:5]([O:33][CH3:34])=[CH:4][C:3]=1[C:35]1[CH:40]=[CH:39][CH:38]=[C:37]([F:41])[CH:36]=1.[S:42]1[N:46]=[CH:45][C:44]([NH2:47])=[N:43]1.C1COCC1.C[Si]([N-][Si](C)(C)C)(C)C.[Li+]. Product: [Cl:1][C:2]1[CH:7]=[C:6]([C:8]2[C:17]3[C:12](=[CH:13][C:14]([S:18]([NH:47][C:44]4[CH:45]=[N:46][S:42][N:43]=4)(=[O:20])=[O:19])=[CH:15][CH:16]=3)[CH:11]=[CH:10][N:9]=2)[C:5]([O:33][CH3:34])=[CH:4][C:3]=1[C:35]1[CH:40]=[CH:39][CH:38]=[C:37]([F:41])[CH:36]=1. The catalyst class is: 5.